Dataset: Forward reaction prediction with 1.9M reactions from USPTO patents (1976-2016). Task: Predict the product of the given reaction. (1) Given the reactants C(N(CC)CC)C.Cl.[Br:9][C:10]1[CH:15]=[CH:14][C:13]([CH:16]2[CH2:20][CH2:19][NH:18][CH2:17]2)=[CH:12][CH:11]=1.Cl[C:22]([O:24][CH3:25])=[O:23], predict the reaction product. The product is: [Br:9][C:10]1[CH:11]=[CH:12][C:13]([CH:16]2[CH2:20][CH2:19][N:18]([C:22]([O:24][CH3:25])=[O:23])[CH2:17]2)=[CH:14][CH:15]=1. (2) Given the reactants [C:1]([C:3]1[CH:4]=[C:5]([N:10]([CH2:15][C:16]2[CH:21]=[CH:20][CH:19]=[C:18](I)[CH:17]=2)[C:11](=[O:14])[CH2:12][CH3:13])[CH:6]=[C:7]([F:9])[CH:8]=1)#[N:2].[CH3:23][C:24]1[C:28](B(O)O)=[C:27]([CH3:32])[O:26][N:25]=1, predict the reaction product. The product is: [C:1]([C:3]1[CH:4]=[C:5]([N:10]([CH2:15][C:16]2[CH:21]=[CH:20][CH:19]=[C:18]([C:28]3[C:24]([CH3:23])=[N:25][O:26][C:27]=3[CH3:32])[CH:17]=2)[C:11](=[O:14])[CH2:12][CH3:13])[CH:6]=[C:7]([F:9])[CH:8]=1)#[N:2].